From a dataset of Forward reaction prediction with 1.9M reactions from USPTO patents (1976-2016). Predict the product of the given reaction. (1) Given the reactants [CH3:1][O:2][C:3]1[N:4]=[CH:5][C:6]2[C:7](=[O:13])[CH2:8][CH2:9][CH2:10][C:11]=2[CH:12]=1.[BH4-].[Na+], predict the reaction product. The product is: [CH3:1][O:2][C:3]1[N:4]=[CH:5][C:6]2[CH:7]([OH:13])[CH2:8][CH2:9][CH2:10][C:11]=2[CH:12]=1. (2) Given the reactants COC1C=C(OC)C=CC=1C[N:6]1[C:11]([C:12]2[S:13][C:14]([N:17]([CH3:19])[CH3:18])=[CH:15][CH:16]=2)=[C:10]([CH2:20][CH3:21])[CH:9]=[C:8]([C:22]([O:24][CH3:25])=[O:23])[C:7]1=[O:26].C1(OC)C=CC=CC=1.C(O)(C(F)(F)F)=O, predict the reaction product. The product is: [CH3:18][N:17]([CH3:19])[C:14]1[S:13][C:12]([C:11]2[NH:6][C:7](=[O:26])[C:8]([C:22]([O:24][CH3:25])=[O:23])=[CH:9][C:10]=2[CH2:20][CH3:21])=[CH:16][CH:15]=1.